From a dataset of Tyrosyl-DNA phosphodiesterase HTS with 341,365 compounds. Binary Classification. Given a drug SMILES string, predict its activity (active/inactive) in a high-throughput screening assay against a specified biological target. (1) The molecule is Fc1c(OCC(Oc2cc3c(c(oc3cc2)C)C(OCCOC)=O)=O)c(F)c(F)c(F)c1F. The result is 0 (inactive). (2) The molecule is o1nc(n2nnc(c2C(C)C)C(=O)N\N=C\c2cccnc2)c(n1)N. The result is 0 (inactive). (3) The drug is Fc1c(OCc2onc(C(=O)N(Cc3c4c(ccc3)cncc4)C)c2)ccc(F)c1. The result is 0 (inactive). (4) The result is 1 (active). The drug is S(\C(=C\c1ccc(OCc2ccc(cc2)C(O)=O)cc1)C(O)=O)c1nc([nH]n1)C. (5) The molecule is S(c1c(NC(=O)c2noc3CCCc23)cccc1)C. The result is 1 (active). (6) The drug is Fc1ccc(C(=O)Nc2oc(nn2)c2ccc(OC)cc2)cc1. The result is 0 (inactive).